Task: Predict the product of the given reaction.. Dataset: Forward reaction prediction with 1.9M reactions from USPTO patents (1976-2016) (1) Given the reactants C(OC(=O)C([S:7][C:8]1[S:12][C:11]([NH:13][C:14]([N:16](CC2CCCC2)[C:17]2[CH:22]=[CH:21][CH:20]=[C:19]([C:23](=[O:26])[NH:24][CH3:25])[CH:18]=2)=[O:15])=[N:10][CH:9]=1)C)C.C1(CN(C2C=CC(S(C)(=O)=O)=CC=2)C(=O)NC2SC=[C:46]([CH2:48][C:49]([OH:51])=[O:50])N=2)CCCC1.[CH:63]1(CNC2C=C(C=CC=2)C(NC)=O)[CH2:67][CH2:66][CH2:65][CH2:64]1.[CH2:80](OC(=O)C(SC1SC(N)=NC=1)C)C, predict the reaction product. The product is: [CH:63]1([N:16]([C:17]2[CH:22]=[CH:21][CH:20]=[C:19]([C:23](=[O:26])[NH:24][CH3:25])[CH:18]=2)[C:14](=[O:15])[N:13]([CH3:80])[C:11]2[S:12][C:8]([S:7][CH2:46][CH2:48][C:49]([OH:51])=[O:50])=[CH:9][N:10]=2)[CH2:67][CH2:66][CH2:65][CH2:64]1. (2) Given the reactants [C:1]([N:4]1[C:12]2[C:7](=[CH:8][C:9]([Br:17])=[C:10]([S:13](Cl)(=[O:15])=[O:14])[CH:11]=2)[CH2:6][CH2:5]1)(=[O:3])[CH3:2].[NH3:18], predict the reaction product. The product is: [C:1]([N:4]1[C:12]2[C:7](=[CH:8][C:9]([Br:17])=[C:10]([S:13]([NH2:18])(=[O:15])=[O:14])[CH:11]=2)[CH2:6][CH2:5]1)(=[O:3])[CH3:2]. (3) The product is: [O:47]1[CH2:48][CH2:49][N:44]([C:2]2[N:7]=[C:6]([O:8][C:9]3[CH:37]=[CH:36][CH:35]=[CH:34][C:10]=3[CH2:11][NH:12][C:13]([NH:15][C:16]3[N:20]([C:21]4[CH:22]=[CH:23][C:24]([CH3:27])=[CH:25][CH:26]=4)[N:19]=[C:18]([CH:28]4[CH2:29][CH2:30][CH2:31][CH2:32][CH2:33]4)[CH:17]=3)=[O:14])[CH:5]=[CH:4][N:3]=2)[CH2:45][CH2:46]1. Given the reactants Cl[C:2]1[N:7]=[C:6]([O:8][C:9]2[CH:37]=[CH:36][CH:35]=[CH:34][C:10]=2[CH2:11][NH:12][C:13]([NH:15][C:16]2[N:20]([C:21]3[CH:26]=[CH:25][C:24]([CH3:27])=[CH:23][CH:22]=3)[N:19]=[C:18]([CH:28]3[CH2:33][CH2:32][CH2:31][CH2:30][CH2:29]3)[CH:17]=2)=[O:14])[CH:5]=[CH:4][N:3]=1.C(=O)([O-])[O-].[Na+].[Na+].[NH:44]1[CH2:49][CH2:48][O:47][CH2:46][CH2:45]1, predict the reaction product. (4) The product is: [CH:1]([CH:4]1[CH2:9][NH:8][CH2:7][CH2:6][NH:5]1)([CH3:3])[CH3:2]. Given the reactants [CH:1]([C:4]1[CH:9]=[N:8][CH:7]=[CH:6][N:5]=1)([CH3:3])[CH3:2], predict the reaction product. (5) Given the reactants [C:1]1([C:7]2[C:8]([C:16]3[CH:23]=[CH:22][C:19]([CH:20]=O)=[CH:18][CH:17]=3)=[N:9][C:10]3[N:11]([N:13]=[CH:14][CH:15]=3)[CH:12]=2)[CH:6]=[CH:5][CH:4]=[CH:3][CH:2]=1.[NH:24]1[CH2:29][CH2:28][CH:27]([N:30]2[C:34]3=[N:35][CH:36]=[N:37][C:38]([NH2:39])=[C:33]3[CH:32]=[N:31]2)[CH2:26][CH2:25]1.[BH-](OC(C)=O)(OC(C)=O)OC(C)=O.[Na+], predict the reaction product. The product is: [C:1]1([C:7]2[C:8]([C:16]3[CH:23]=[CH:22][C:19]([CH2:20][N:24]4[CH2:29][CH2:28][CH:27]([N:30]5[C:34]6=[N:35][CH:36]=[N:37][C:38]([NH2:39])=[C:33]6[CH:32]=[N:31]5)[CH2:26][CH2:25]4)=[CH:18][CH:17]=3)=[N:9][C:10]3[N:11]([N:13]=[CH:14][CH:15]=3)[CH:12]=2)[CH:6]=[CH:5][CH:4]=[CH:3][CH:2]=1. (6) Given the reactants [Cl:1][C:2]1[N:7]=[C:6](Cl)[C:5]([F:9])=[CH:4][N:3]=1.[CH3:10][NH:11][C:12]([C:14]1[CH:15]=[C:16]([CH:18]=[CH:19][C:20]=1[O:21][CH3:22])[NH2:17])=[O:13], predict the reaction product. The product is: [Cl:1][C:2]1[N:7]=[C:6]([NH:17][C:16]2[CH:18]=[CH:19][C:20]([O:21][CH3:22])=[C:14]([C:12]([NH:11][CH3:10])=[O:13])[CH:15]=2)[C:5]([F:9])=[CH:4][N:3]=1. (7) The product is: [Cl:25][C:7]1[CH:8]=[C:9]([NH:13][C:14]([C:16]2[C:24]3[C:19](=[CH:20][CH:21]=[CH:22][CH:23]=3)[NH:18][CH:17]=2)=[O:15])[C:10]([Cl:12])=[CH:11][C:6]=1[CH2:5][C:4]([OH:26])=[O:3]. Given the reactants C([O:3][C:4](=[O:26])[CH2:5][C:6]1[CH:11]=[C:10]([Cl:12])[C:9]([NH:13][C:14]([C:16]2[C:24]3[C:19](=[CH:20][CH:21]=[CH:22][CH:23]=3)[NH:18][CH:17]=2)=[O:15])=[CH:8][C:7]=1[Cl:25])C.C1COCC1.[OH-].[Na+].Cl, predict the reaction product.